This data is from Forward reaction prediction with 1.9M reactions from USPTO patents (1976-2016). The task is: Predict the product of the given reaction. (1) Given the reactants [Cl:1][C:2]1[N:7]=C(NC)[CH:5]=[CH:4][N:3]=1.[H-].[Na+].[CH3:12][N:13]([CH3:17])[C:14](Cl)=[O:15].[CH3:18][N:19](C=O)[CH3:20], predict the reaction product. The product is: [Cl:1][C:2]1[N:7]=[C:12]([N:13]([CH3:17])[C:14]([N:19]([CH3:20])[CH3:18])=[O:15])[CH:5]=[CH:4][N:3]=1. (2) Given the reactants [CH3:1][O:2][C:3]1[CH:8]=[CH:7][C:6]([C:9]2[S:13][C:12]([C:14]([OH:16])=O)=[C:11]([NH:17][C:18]([NH:20][C:21]3[C:26]([CH3:27])=[CH:25][C:24]([CH3:28])=[CH:23][C:22]=3[CH3:29])=[O:19])[CH:10]=2)=[CH:5][CH:4]=1.CN(C(ON1N=NC2C=CC=NC1=2)=[N+](C)C)C.F[P-](F)(F)(F)(F)F.CCN(C(C)C)C(C)C.[NH2:63][C:64]1([C:68]([O:70][CH3:71])=[O:69])[CH2:67][CH2:66][CH2:65]1, predict the reaction product. The product is: [CH3:1][O:2][C:3]1[CH:4]=[CH:5][C:6]([C:9]2[S:13][C:12]([C:14]([NH:63][C:64]3([C:68]([O:70][CH3:71])=[O:69])[CH2:67][CH2:66][CH2:65]3)=[O:16])=[C:11]([NH:17][C:18]([NH:20][C:21]3[C:26]([CH3:27])=[CH:25][C:24]([CH3:28])=[CH:23][C:22]=3[CH3:29])=[O:19])[CH:10]=2)=[CH:7][CH:8]=1. (3) Given the reactants [C:1]1([C:42]2[CH:47]=[CH:46][CH:45]=[CH:44][CH:43]=2)[CH:6]=[CH:5][C:4]([C:7]2[C:40]([Cl:41])=[CH:39][C:10]3[N:11](COCC[Si](C)(C)C)[C:12]([O:14][CH:15]4[CH2:20][CH2:19][CH2:18][CH:17]([C:21]([O:23]CC5C=CC=CC=5)=[O:22])[CH2:16]4)=[N:13][C:9]=3[CH:8]=2)=[CH:3][CH:2]=1.CCCC[N+](CCCC)(CCCC)CCCC.[F-], predict the reaction product. The product is: [C:1]1([C:42]2[CH:43]=[CH:44][CH:45]=[CH:46][CH:47]=2)[CH:2]=[CH:3][C:4]([C:7]2[C:40]([Cl:41])=[CH:39][C:10]3[NH:11][C:12]([O:14][CH:15]4[CH2:20][CH2:19][CH2:18][CH:17]([C:21]([OH:23])=[O:22])[CH2:16]4)=[N:13][C:9]=3[CH:8]=2)=[CH:5][CH:6]=1. (4) Given the reactants [NH2:1][CH:2]([CH:4]1[CH2:9][CH2:8][N:7]([C:10]([O:12][C:13]([CH3:16])([CH3:15])[CH3:14])=[O:11])[CH2:6][CH2:5]1)[CH3:3].C(O)(=O)[C@@H](C1C=CC=CC=1)O, predict the reaction product. The product is: [NH2:1][C@@H:2]([CH:4]1[CH2:5][CH2:6][N:7]([C:10]([O:12][C:13]([CH3:14])([CH3:16])[CH3:15])=[O:11])[CH2:8][CH2:9]1)[CH3:3]. (5) Given the reactants [F:1][C:2]([F:36])([F:35])[C:3]1[CH:4]=[C:5]([C:13]2[O:17][N:16]=[C:15]([C:18]3[CH:26]=[CH:25][C:24]4[N:23]5[CH2:27][CH2:28][CH:29]([CH2:30][C:31]([O:33]C)=[O:32])[C:22]5=[CH:21][C:20]=4[CH:19]=3)[N:14]=2)[CH:6]=[C:7]([C:9]([F:12])([F:11])[F:10])[CH:8]=1.O1CCOCC1.[OH-].[Li+].Cl, predict the reaction product. The product is: [F:12][C:9]([F:10])([F:11])[C:7]1[CH:6]=[C:5]([C:13]2[O:17][N:16]=[C:15]([C:18]3[CH:26]=[CH:25][C:24]4[N:23]5[CH2:27][CH2:28][CH:29]([CH2:30][C:31]([OH:33])=[O:32])[C:22]5=[CH:21][C:20]=4[CH:19]=3)[N:14]=2)[CH:4]=[C:3]([C:2]([F:35])([F:1])[F:36])[CH:8]=1.